This data is from NCI-60 drug combinations with 297,098 pairs across 59 cell lines. The task is: Regression. Given two drug SMILES strings and cell line genomic features, predict the synergy score measuring deviation from expected non-interaction effect. (1) Drug 1: COC1=CC(=CC(=C1O)OC)C2C3C(COC3=O)C(C4=CC5=C(C=C24)OCO5)OC6C(C(C7C(O6)COC(O7)C8=CC=CS8)O)O. Drug 2: CCN(CC)CCNC(=O)C1=C(NC(=C1C)C=C2C3=C(C=CC(=C3)F)NC2=O)C. Cell line: HCT-15. Synergy scores: CSS=56.6, Synergy_ZIP=0.616, Synergy_Bliss=3.29, Synergy_Loewe=-6.10, Synergy_HSA=3.74. (2) Drug 1: CCC1(CC2CC(C3=C(CCN(C2)C1)C4=CC=CC=C4N3)(C5=C(C=C6C(=C5)C78CCN9C7C(C=CC9)(C(C(C8N6C=O)(C(=O)OC)O)OC(=O)C)CC)OC)C(=O)OC)O.OS(=O)(=O)O. Drug 2: C(CCl)NC(=O)N(CCCl)N=O. Cell line: HOP-92. Synergy scores: CSS=8.03, Synergy_ZIP=-4.73, Synergy_Bliss=2.00, Synergy_Loewe=-13.3, Synergy_HSA=-3.18.